Dataset: Catalyst prediction with 721,799 reactions and 888 catalyst types from USPTO. Task: Predict which catalyst facilitates the given reaction. (1) Reactant: [C:1]([C:3]1[N:4]=[C:5]([C:21](O)=[O:22])[C:6]2[C:11]([C:12]=1[C:13]1[CH:18]=[CH:17][CH:16]=[CH:15][CH:14]=1)=[CH:10][C:9]([O:19][CH3:20])=[CH:8][CH:7]=2)#[N:2].C(Cl)CCl.C1C=NC2N(O)N=NC=2C=1.[CH2:38]([CH2:40][NH2:41])[OH:39].CCN(C(C)C)C(C)C. Product: [C:1]([C:3]1[N:4]=[C:5]([C:21]([NH:41][CH2:40][CH2:38][OH:39])=[O:22])[C:6]2[C:11]([C:12]=1[C:13]1[CH:18]=[CH:17][CH:16]=[CH:15][CH:14]=1)=[CH:10][C:9]([O:19][CH3:20])=[CH:8][CH:7]=2)#[N:2]. The catalyst class is: 3. (2) Reactant: [F:1][C:2]1[CH:9]=[CH:8][C:7]([O:10][C:11]([F:14])([F:13])[F:12])=[CH:6][C:3]=1[CH:4]=O.Cl.[NH2:16][OH:17].C([O-])(=O)C.[Na+]. Product: [F:1][C:2]1[CH:9]=[CH:8][C:7]([O:10][C:11]([F:14])([F:13])[F:12])=[CH:6][C:3]=1/[CH:4]=[N:16]/[OH:17]. The catalyst class is: 8. (3) Reactant: C1(P(C2CCCCC2)C2C=CC=CC=2C2C=CC=CC=2)CCCCC1.[CH3:26][O:27][C:28]1[CH:29]=[C:30]([NH2:40])[CH:31]=[CH:32][C:33]=1[N:34]1[CH:38]=[C:37]([CH3:39])[N:36]=[CH:35]1.Cl[C:42]1[N:47]=[C:46]([O:48][CH:49]2[CH2:53][CH2:52][CH2:51][CH2:50]2)[CH:45]=[C:44]([CH3:54])[N:43]=1.ClC1C=C(C)N=C(OC2CCCC2)N=1. Product: [CH:49]1([O:48][C:46]2[CH:45]=[C:44]([CH3:54])[N:43]=[C:42]([NH:40][C:30]3[CH:31]=[CH:32][C:33]([N:34]4[CH:38]=[C:37]([CH3:39])[N:36]=[CH:35]4)=[C:28]([O:27][CH3:26])[CH:29]=3)[N:47]=2)[CH2:50][CH2:51][CH2:52][CH2:53]1. The catalyst class is: 160.